Task: Predict the product of the given reaction.. Dataset: Forward reaction prediction with 1.9M reactions from USPTO patents (1976-2016) Given the reactants [C:1]1([C:7]2[C:11]([C:12]([OH:14])=[O:13])=[CH:10][NH:9][N:8]=2)[CH:6]=[CH:5][CH:4]=[CH:3][CH:2]=1.[CH3:15][Si](C=[N+]=[N-])(C)C, predict the reaction product. The product is: [C:1]1([C:7]2[C:11]([C:12]([O:14][CH3:15])=[O:13])=[CH:10][NH:9][N:8]=2)[CH:2]=[CH:3][CH:4]=[CH:5][CH:6]=1.